This data is from Forward reaction prediction with 1.9M reactions from USPTO patents (1976-2016). The task is: Predict the product of the given reaction. (1) Given the reactants [CH2:1]([NH2:8])[CH2:2][CH2:3][CH2:4][CH2:5][CH2:6][CH3:7].[CH3:9][O:10][C:11]1[CH:16]=[CH:15][CH:14]=[CH:13][C:12]=1[CH2:17][C:18](O)=[O:19].F[B-](F)(F)F.N1(OC(N(C)C)=[N+](C)C)C2C=CC=CC=2N=N1.C(N(C(C)C)C(C)C)C, predict the reaction product. The product is: [CH2:1]([NH:8][C:18](=[O:19])[CH2:17][C:12]1[CH:13]=[CH:14][CH:15]=[CH:16][C:11]=1[O:10][CH3:9])[CH2:2][CH2:3][CH2:4][CH2:5][CH2:6][CH3:7]. (2) The product is: [C:6]([O:10][C:11]([N:13]([C:33]([O:35][C:36]([CH3:38])([CH3:37])[CH3:39])=[O:34])[C:14]1[C:19]([C:20]([O:22][CH3:23])=[O:21])=[C:18]2[C:17]([C:25]3[C:29]([F:30])=[CH:28][O:27][C:26]=3[CH2:31][O:32]2)=[CH:16][CH:15]=1)=[O:12])([CH3:8])([CH3:9])[CH3:7]. Given the reactants C(Br)(Br)(Br)Br.[C:6]([O:10][C:11]([N:13]([C:33]([O:35][C:36]([CH3:39])([CH3:38])[CH3:37])=[O:34])[C:14]1[C:19]([C:20]([O:22][CH3:23])=[O:21])=[C:18](O)[C:17]([C:25]2[C:29]([F:30])=[CH:28][O:27][C:26]=2[CH2:31][OH:32])=[CH:16][CH:15]=1)=[O:12])([CH3:9])([CH3:8])[CH3:7].C1(P(C2C=CC=CC=2)C2C=CC=CC=2)C=CC=CC=1, predict the reaction product. (3) Given the reactants [F:1][C:2]1[CH:3]=[C:4]([CH:27]=[CH:28][CH:29]=1)[CH2:5][O:6][C:7]1[CH:26]=[CH:25][C:10]([CH2:11][N:12]2[CH2:17][CH2:16][N:15](C(OC(C)(C)C)=O)[CH2:14][CH2:13]2)=[CH:9][CH:8]=1.[ClH:30].CCOC(C)=O, predict the reaction product. The product is: [ClH:30].[ClH:30].[F:1][C:2]1[CH:3]=[C:4]([CH:27]=[CH:28][CH:29]=1)[CH2:5][O:6][C:7]1[CH:26]=[CH:25][C:10]([CH2:11][N:12]2[CH2:13][CH2:14][NH:15][CH2:16][CH2:17]2)=[CH:9][CH:8]=1. (4) The product is: [F:13][C:4]1[CH:5]=[C:6]([CH3:14])[CH:7]=[C:8]([N+:9]([O-:11])=[O:10])[C:3]=1[O:2][CH3:1]. Given the reactants [CH3:1][O:2][C:3]1[C:8]([N+:9]([O-:11])=[O:10])=[CH:7][C:6](Br)=[CH:5][C:4]=1[F:13].[CH3:14][Sn](C)(C)C.C(N(C(C)C)C(C)C)C, predict the reaction product. (5) The product is: [OH:15][CH2:14][C:13]1[O:12][CH:11]=[N:10][C:9]=1[C:6]1[CH:7]=[CH:8][C:3]([C:1]#[N:2])=[CH:4][CH:5]=1. Given the reactants [C:1]([C:3]1[CH:8]=[CH:7][C:6]([C:9]2[N:10]=[CH:11][O:12][C:13]=2[C:14](OCC)=[O:15])=[CH:5][CH:4]=1)#[N:2].[Li+].[BH4-], predict the reaction product. (6) The product is: [F:30][C:29]([F:32])([F:31])[S:26]([O:15][C:12]1[CH:13]=[C:14]2[C:4]3[C:5](=[N:6][CH:7]=[C:2]([F:1])[CH:3]=3)[NH:8][C:9]2=[CH:10][N:11]=1)(=[O:28])=[O:27]. Given the reactants [F:1][C:2]1[CH:3]=[C:4]2[C:14]3[C:9](=[CH:10][N:11]=[C:12]([OH:15])[CH:13]=3)[NH:8][C:5]2=[N:6][CH:7]=1.C(OCC)(=O)C.C(=O)(O)[O-].[S:26](O[S:26]([C:29]([F:32])([F:31])[F:30])(=[O:28])=[O:27])([C:29]([F:32])([F:31])[F:30])(=[O:28])=[O:27], predict the reaction product.